This data is from Reaction yield outcomes from USPTO patents with 853,638 reactions. The task is: Predict the reaction yield, written as a fraction of the theoretical maximum amount of product (1.0 means a 100% yield; for example, 0.34 means a 34% yield). (1) The reactants are [Si:1]([O:8][CH2:9][C:10]1[CH:15]=[CH:14][CH:13]=[C:12]([CH2:16]O)[N:11]=1)([C:4]([CH3:7])([CH3:6])[CH3:5])([CH3:3])[CH3:2].[N-:18]=[N+:19]=[N-:20].[Na+].C1(P(C2C=CC=CC=2)C2C=CC=CC=2)C=CC=CC=1.C(Br)(Br)(Br)Br. No catalyst specified. The product is [N:18]([CH2:16][C:12]1[CH:13]=[CH:14][CH:15]=[C:10]([CH2:9][O:8][Si:1]([C:4]([CH3:7])([CH3:6])[CH3:5])([CH3:3])[CH3:2])[N:11]=1)=[N+:19]=[N-:20]. The yield is 0.760. (2) The reactants are Cl.[NH2:2][CH:3]1[CH:10]2[CH2:11][C:6]3([C:13]([NH2:15])=[O:14])[CH2:7][CH:8]([CH2:12][CH:4]1[CH2:5]3)[CH2:9]2.CCN(C(C)C)C(C)C.[CH3:25][CH:26]1[CH2:31][N:30]([C:32]2[C:37]([Cl:38])=[CH:36][C:35]([Cl:39])=[CH:34][C:33]=2[Cl:40])[S:29](=[O:42])(=[O:41])[N:28]([CH2:43][C:44](O)=[O:45])[CH2:27]1.C(Cl)CCl.C1C=CC2N(O)N=NC=2C=1. The catalyst is CS(C)=O.O. The product is [CH3:25][CH:26]1[CH2:31][N:30]([C:32]2[C:37]([Cl:38])=[CH:36][C:35]([Cl:39])=[CH:34][C:33]=2[Cl:40])[S:29](=[O:42])(=[O:41])[N:28]([CH2:43][C:44]([NH:2][CH:3]2[CH:10]3[CH2:11][C:6]4([C:13]([NH2:15])=[O:14])[CH2:7][CH:8]([CH2:12][CH:4]2[CH2:5]4)[CH2:9]3)=[O:45])[CH2:27]1. The yield is 0.640. (3) The yield is 0.680. The catalyst is O1CCCC1.O. The product is [OH:23][C@@H:15]1[C@H:16]2[O:20][C:19]([CH3:21])([CH3:22])[O:18][C@H:17]2[C@H:13]([NH:12][C:1](=[O:10])[O:2][CH2:3][C:4]2[CH:9]=[CH:8][CH:7]=[CH:6][CH:5]=2)[CH2:14]1. The reactants are [C:1](Cl)(=[O:10])[O:2][CH2:3][C:4]1[CH:9]=[CH:8][CH:7]=[CH:6][CH:5]=1.[NH2:12][C@H:13]1[C@@H:17]2[O:18][C:19]([CH3:22])([CH3:21])[O:20][C@@H:16]2[C@@H:15]([OH:23])[CH2:14]1.C(=O)([O-])[O-].[Na+].[Na+].C(OCC)(=O)C. (4) The reactants are [Br:1][C:2]1[CH:3]=[N:4][C:5]2[C:10]([CH:11]=1)=[N:9][CH:8]=[C:7]([CH:12]=[CH:13][O:14]CC)[CH:6]=2.Cl.[OH-].[Na+]. The catalyst is C1COCC1.C(Cl)Cl. The product is [Br:1][C:2]1[CH:11]=[C:10]2[C:5]([CH:6]=[C:7]([CH2:12][CH:13]=[O:14])[CH:8]=[N:9]2)=[N:4][CH:3]=1. The yield is 0.950. (5) The reactants are [N+:1]([C:4]1[CH:13]=[CH:12][C:7]2[S:8][CH2:9][CH2:10][NH:11][C:6]=2[CH:5]=1)([O-:3])=[O:2].Cl[CH2:15][C:16](Cl)=[O:17].[CH3:19][NH2:20]. The catalyst is O1CCCC1.O.C(=O)([O-])[O-].[Na+].[Na+]. The product is [CH3:19][NH:20][CH2:15][C:16]([N:11]1[CH2:10][CH2:9][S:8][C:7]2[CH:12]=[CH:13][C:4]([N+:1]([O-:3])=[O:2])=[CH:5][C:6]1=2)=[O:17]. The yield is 0.750. (6) The reactants are [F:1][C:2]1[CH:7]=[CH:6][C:5]([C@@H:8]([NH:10][C:11]([C:13]2[N:18]=[CH:17][N:16]=[C:15](C(O)=O)[CH:14]=2)=[O:12])[CH3:9])=[CH:4][CH:3]=1.C1(P(N=[N+]=[N-])(C2C=CC=CC=2)=[O:29])C=CC=CC=1.C([N:41]([CH2:44]C)CC)C.[C:46]([OH:50])([CH3:49])([CH3:48])[CH3:47]. No catalyst specified. The product is [F:1][C:2]1[CH:3]=[CH:4][C:5]([C@@H:8]([NH:10][C:11]([C:13]2[N:18]=[CH:17][N:16]=[C:15]([NH:41][C:44](=[O:29])[O:50][C:46]([CH3:49])([CH3:48])[CH3:47])[CH:14]=2)=[O:12])[CH3:9])=[CH:6][CH:7]=1. The yield is 0.440.